This data is from Reaction yield outcomes from USPTO patents with 853,638 reactions. The task is: Predict the reaction yield, written as a fraction of the theoretical maximum amount of product (1.0 means a 100% yield; for example, 0.34 means a 34% yield). The yield is 0.930. The catalyst is C1(C=CC=CC=1)[P](C1C=CC=CC=1)(C1C=CC=CC=1)[Pd][P](C1C=CC=CC=1)(C1C=CC=CC=1)C1C=CC=CC=1.[Cu]I. The reactants are [C:1]([C:3]1[CH:4]=[N:5][CH:6]=[C:7]([O:9][CH3:10])[CH:8]=1)#[CH:2].[Cl:11][C:12]1[CH:17]=[C:16](I)[CH:15]=[CH:14][C:13]=1[F:19].C(N(CC)CC)C. The product is [Cl:11][C:12]1[CH:17]=[C:16]([C:2]#[C:1][C:3]2[CH:4]=[N:5][CH:6]=[C:7]([O:9][CH3:10])[CH:8]=2)[CH:15]=[CH:14][C:13]=1[F:19].